Dataset: Full USPTO retrosynthesis dataset with 1.9M reactions from patents (1976-2016). Task: Predict the reactants needed to synthesize the given product. (1) Given the product [CH:26]1[C:14]2[CH2:13][C:12]3([CH2:27][CH2:28][CH:10]([N:7]4[CH2:8][CH2:9][CH:5]([CH2:4][C:3]([OH:29])=[O:2])[CH2:6]4)[CH2:11]3)[C:18]3[CH:19]=[CH:20][CH:21]=[CH:22][C:17]=3[CH2:16][C:15]=2[CH:23]=[CH:24][CH:25]=1, predict the reactants needed to synthesize it. The reactants are: C[O:2][C:3](=[O:29])[CH2:4][CH:5]1[CH2:9][CH2:8][N:7]([CH:10]2[CH2:28][CH2:27][C:12]3([C:18]4[CH:19]=[CH:20][CH:21]=[CH:22][C:17]=4[CH2:16][C:15]4[CH:23]=[CH:24][CH:25]=[CH:26][C:14]=4[CH2:13]3)[CH2:11]2)[CH2:6]1.[Li+].[OH-]. (2) Given the product [Br:12][CH2:13][CH2:14][O:15][C:16]1[CH:21]=[CH:20][C:19]([O:22][C:3]2[S:4][C:5]3[C:6]([N:11]=2)=[N:7][CH:8]=[CH:9][CH:10]=3)=[CH:18][CH:17]=1, predict the reactants needed to synthesize it. The reactants are: Cl.Cl[C:3]1[S:4][C:5]2[C:6]([N:11]=1)=[N:7][CH:8]=[CH:9][CH:10]=2.[Br:12][CH2:13][CH2:14][O:15][C:16]1[CH:21]=[CH:20][C:19]([OH:22])=[CH:18][CH:17]=1.C([O-])([O-])=O.[Cs+].[Cs+].C(OCC)C.